Dataset: Full USPTO retrosynthesis dataset with 1.9M reactions from patents (1976-2016). Task: Predict the reactants needed to synthesize the given product. Given the product [C:1]([O:4][C@@H:5]1[C@@H:19]([O:20][C:21](=[O:23])[CH3:22])[C@H:18]([O:24][C:25](=[O:27])[CH3:26])[CH2:17][S:16][C@H:6]1[O:7][C:8]1[CH:13]=[C:12]([C:33]2[C:29]([CH3:28])=[N:30][O:31][C:32]=2[CH3:35])[CH:11]=[CH:10][C:9]=1[Cl:15])(=[O:3])[CH3:2], predict the reactants needed to synthesize it. The reactants are: [C:1]([O:4][C@@H:5]1[C@@H:19]([O:20][C:21](=[O:23])[CH3:22])[C@H:18]([O:24][C:25](=[O:27])[CH3:26])[CH2:17][S:16][C@H:6]1[O:7][C:8]1[CH:13]=[C:12](Br)[CH:11]=[CH:10][C:9]=1[Cl:15])(=[O:3])[CH3:2].[CH3:28][C:29]1[C:33](I)=[C:32]([CH3:35])[O:31][N:30]=1.